From a dataset of Full USPTO retrosynthesis dataset with 1.9M reactions from patents (1976-2016). Predict the reactants needed to synthesize the given product. (1) Given the product [CH3:1][O:2][C:3]1[N:8]=[C:7]2[C:9]([C:13]3[N:23]([S:24]([C:27]4[CH:32]=[CH:31][C:30]([CH3:33])=[CH:29][CH:28]=4)(=[O:26])=[O:25])[C:16]4[N:17]=[CH:18][CH:19]=[C:20]([CH:21]=[N:37][OH:38])[C:15]=4[CH:14]=3)=[CH:10][N:11]([CH3:12])[C:6]2=[CH:5][C:4]=1[O:34][CH3:35], predict the reactants needed to synthesize it. The reactants are: [CH3:1][O:2][C:3]1[N:8]=[C:7]2[C:9]([C:13]3[N:23]([S:24]([C:27]4[CH:32]=[CH:31][C:30]([CH3:33])=[CH:29][CH:28]=4)(=[O:26])=[O:25])[C:16]4[N:17]=[CH:18][CH:19]=[C:20]([CH:21]=O)[C:15]=4[CH:14]=3)=[CH:10][N:11]([CH3:12])[C:6]2=[CH:5][C:4]=1[O:34][CH3:35].Cl.[NH2:37][OH:38]. (2) Given the product [CH2:32]([NH:39][C:24]([C:23]1[N:19]([C:17]2[S:18][C:14]([CH2:13][NH:12][C:10](=[O:11])[C@@H:9]([NH:8][C:6](=[O:7])[O:5][C:1]([CH3:4])([CH3:3])[CH3:2])[CH3:31])=[CH:15][CH:16]=2)[N:20]=[C:21]([C:27]([F:28])([F:30])[F:29])[CH:22]=1)=[O:25])[C:33]1[CH:38]=[CH:37][CH:36]=[CH:35][CH:34]=1, predict the reactants needed to synthesize it. The reactants are: [C:1]([O:5][C:6]([NH:8][C@@H:9]([CH3:31])[C:10]([NH:12][CH2:13][C:14]1[S:18][C:17]([N:19]2[C:23]([C:24](O)=[O:25])=[CH:22][C:21]([C:27]([F:30])([F:29])[F:28])=[N:20]2)=[CH:16][CH:15]=1)=[O:11])=[O:7])([CH3:4])([CH3:3])[CH3:2].[CH2:32]([NH2:39])[C:33]1[CH:38]=[CH:37][CH:36]=[CH:35][CH:34]=1.C(Cl)CCl. (3) Given the product [CH2:1]([O:3][C:4]([C:6]1[N:7]=[CH:8][N:9]2[C:15]=1[CH:14]([CH3:16])[N:13]=[C:12]([C:17]1[CH:22]=[CH:21][CH:20]=[CH:19][C:18]=1[F:23])[C:11]1[CH:24]=[C:25]([C:34]#[C:33][Si:30]([CH3:32])([CH3:31])[CH3:29])[CH:26]=[CH:27][C:10]2=1)=[O:5])[CH3:2], predict the reactants needed to synthesize it. The reactants are: [CH2:1]([O:3][C:4]([C:6]1[N:7]=[CH:8][N:9]2[C:15]=1[CH:14]([CH3:16])[N:13]=[C:12]([C:17]1[CH:22]=[CH:21][CH:20]=[CH:19][C:18]=1[F:23])[C:11]1[CH:24]=[C:25](Br)[CH:26]=[CH:27][C:10]2=1)=[O:5])[CH3:2].[CH3:29][Si:30]([C:33]#[CH:34])([CH3:32])[CH3:31].